This data is from Human liver microsome stability data. The task is: Regression/Classification. Given a drug SMILES string, predict its absorption, distribution, metabolism, or excretion properties. Task type varies by dataset: regression for continuous measurements (e.g., permeability, clearance, half-life) or binary classification for categorical outcomes (e.g., BBB penetration, CYP inhibition). Dataset: hlm. (1) The compound is Oc1cccc(-c2nc(N3CCOCC3)nc3c2CCN3c2ccncc2)c1. The result is 1 (stable in human liver microsomes). (2) The compound is N#Cc1ccccc1Cn1c(N2CCC[C@@H](N)C2)ncc(-c2cc[nH]c2)c1=O. The result is 0 (unstable in human liver microsomes). (3) The drug is COc1cc2ncnc(-n3nc(-c4ccccn4)nc3N)c2cc1OCCCNC(=O)OC(C)C. The result is 0 (unstable in human liver microsomes). (4) The molecule is CS(=O)(=O)Nc1ccc2c(c1)S(=O)(=O)NC(C1=C(O)[C@@H](Cc3ccc(F)cc3)CN(Cc3ccc(F)cc3)C1=O)=N2. The result is 0 (unstable in human liver microsomes). (5) The compound is c1ccc(CNCC2CCC3(CC2)OOC2(CCCCC2)OO3)cc1. The result is 0 (unstable in human liver microsomes). (6) The result is 1 (stable in human liver microsomes). The compound is Cc1noc(-c2ccc3c(c2)c2c(n3CCCS(=O)(=O)c3cc(F)cc(F)c3)CCCC2)n1. (7) The molecule is CN1CCC[C@H]1C(=O)N1CCC(n2cnc3cnc4[nH]ccc4c32)CC1. The result is 0 (unstable in human liver microsomes). (8) The molecule is COC(=O)Nc1ccc2c(c1)NC(=O)[C@H](C)CCC[C@H](N1CCC(c3c(F)ccc(Cl)c3F)=CC1=O)c1cc-2ccn1. The result is 0 (unstable in human liver microsomes).